Dataset: Peptide-MHC class I binding affinity with 185,985 pairs from IEDB/IMGT. Task: Regression. Given a peptide amino acid sequence and an MHC pseudo amino acid sequence, predict their binding affinity value. This is MHC class I binding data. (1) The peptide sequence is RNAGTTTTTTT. The MHC is Mamu-A01 with pseudo-sequence Mamu-A01. The binding affinity (normalized) is 0.0701. (2) The peptide sequence is RIRSERPAF. The MHC is HLA-B35:01 with pseudo-sequence HLA-B35:01. The binding affinity (normalized) is 0.0847.